This data is from Full USPTO retrosynthesis dataset with 1.9M reactions from patents (1976-2016). The task is: Predict the reactants needed to synthesize the given product. Given the product [OH:24][C:18]1[CH:17]=[C:16]2[C:21]([C:12]([O:11][C:9]3[CH:8]=[CH:7][C:3]4[N:4]([C:32]([NH:31][C:28]5[CH:27]=[C:26]([CH3:25])[O:30][N:29]=5)=[O:33])[CH2:5][CH2:6][O:1][C:2]=4[CH:10]=3)=[CH:13][CH:14]=[N:15]2)=[CH:20][C:19]=1[O:22][CH3:23], predict the reactants needed to synthesize it. The reactants are: [O:1]1[CH2:6][CH2:5][NH:4][C:3]2[CH:7]=[CH:8][C:9]([O:11][C:12]3[C:21]4[C:16](=[CH:17][C:18]([OH:24])=[C:19]([O:22][CH3:23])[CH:20]=4)[N:15]=[CH:14][CH:13]=3)=[CH:10][C:2]1=2.[CH3:25][C:26]1[O:30][N:29]=[C:28]([NH:31][C:32](=O)[O:33]C2C=CC([N+]([O-])=O)=CC=2)[CH:27]=1.C(N(CC)CC)C.